This data is from Reaction yield outcomes from USPTO patents with 853,638 reactions. The task is: Predict the reaction yield, written as a fraction of the theoretical maximum amount of product (1.0 means a 100% yield; for example, 0.34 means a 34% yield). The reactants are C([O:4][C@@H:5]1[C@@H:13]([CH2:14][O:15]C(=O)C)[O:12][C@H:11]2[C@H:7]([N:8]=[C:9]([NH:19][CH2:20][CH2:21][O:22][CH2:23][C:24]3[CH:29]=[CH:28][CH:27]=[CH:26][CH:25]=3)[S:10]2)[C@H:6]1[O:30]C(=O)C)(=O)C.C(=O)([O-])[O-].[K+].[K+].C(O)(=O)C.C(OCC)(=O)C. The catalyst is CO. The product is [CH2:23]([O:22][CH2:21][CH2:20][NH:19][C:9]1[S:10][C@H:11]2[O:12][C@H:13]([CH2:14][OH:15])[C@@H:5]([OH:4])[C@H:6]([OH:30])[C@H:7]2[N:8]=1)[C:24]1[CH:29]=[CH:28][CH:27]=[CH:26][CH:25]=1. The yield is 0.800.